This data is from Reaction yield outcomes from USPTO patents with 853,638 reactions. The task is: Predict the reaction yield, written as a fraction of the theoretical maximum amount of product (1.0 means a 100% yield; for example, 0.34 means a 34% yield). (1) The reactants are [CH3:1][O:2][C:3]1[CH:8]=[C:7]([B:9]2[O:13][C:12]([CH3:15])([CH3:14])[C:11]([CH3:17])([CH3:16])[O:10]2)[CH:6]=[CH:5][C:4]=1[OH:18].CN(C=O)C.[H-].[Na+].[CH3:26][O:27][C:28]1[CH:35]=[CH:34][C:31]([CH2:32]Cl)=[CH:30][CH:29]=1. The catalyst is [I-].C([N+](CCCC)(CCCC)CCCC)CCC.C(OCC)C. The product is [CH3:1][O:2][C:3]1[CH:8]=[C:7]([B:9]2[O:10][C:11]([CH3:17])([CH3:16])[C:12]([CH3:14])([CH3:15])[O:13]2)[CH:6]=[CH:5][C:4]=1[O:18][CH2:32][C:31]1[CH:34]=[CH:35][C:28]([O:27][CH3:26])=[CH:29][CH:30]=1. The yield is 0.910. (2) The reactants are [CH2:1]([N:8](C)[CH:9]([C:12]1[CH:40]=[CH:39][C:38]([C:41]([F:44])([F:43])[F:42])=[CH:37][C:13]=1[CH2:14][N:15]([CH2:22][C:23]1[CH:28]=[C:27]([C:29]([F:32])([F:31])[F:30])[CH:26]=[C:25]([C:33]([F:36])([F:35])[F:34])[CH:24]=1)[C:16]1[N:17]=[N:18][N:19]([CH3:21])[N:20]=1)[CH2:10][CH3:11])C1C=CC=CC=1. The catalyst is CO.[OH-].[OH-].[Pd+2]. The product is [F:32][C:29]([F:30])([F:31])[C:27]1[CH:28]=[C:23]([CH:24]=[C:25]([C:33]([F:34])([F:35])[F:36])[CH:26]=1)[CH2:22][N:15]([CH2:14][C:13]1[CH:37]=[C:38]([C:41]([F:44])([F:43])[F:42])[CH:39]=[CH:40][C:12]=1[CH:9]([NH:8][CH3:1])[CH2:10][CH3:11])[C:16]1[N:17]=[N:18][N:19]([CH3:21])[N:20]=1. The yield is 1.00. (3) The reactants are [CH3:1][C:2]1[N:6]([CH2:7][C:8]2[CH:13]=[CH:12][C:11]([CH3:14])=[CH:10][CH:9]=2)[N:5]=[C:4]([C:15]([O:17]CC)=[O:16])[CH:3]=1.[OH-].[Li+]. The catalyst is C1COCC1.O. The product is [CH3:1][C:2]1[N:6]([CH2:7][C:8]2[CH:13]=[CH:12][C:11]([CH3:14])=[CH:10][CH:9]=2)[N:5]=[C:4]([C:15]([OH:17])=[O:16])[CH:3]=1. The yield is 0.900. (4) The reactants are Cl[C:2]1[CH:7]=[C:6]([S:8][C:9]2[CH:14]=[CH:13][C:12]([NH:15][C:16]([NH:18][C:19]3[CH:24]=[C:23]([CH3:25])[CH:22]=[CH:21][C:20]=3[F:26])=[O:17])=[CH:11][CH:10]=2)[CH:5]=[CH:4][N:3]=1.CC1(C)C(C)(C)OB([C:35]2[NH:39][CH:38]=[C:37]([C:40]([O-:42])=[O:41])[CH:36]=2)O1.[CH2:44](Cl)Cl. The catalyst is C1C=CC(P(C2C=CC=CC=2)[C-]2C=CC=C2)=CC=1.C1C=CC(P(C2C=CC=CC=2)[C-]2C=CC=C2)=CC=1.Cl[Pd]Cl.[Fe+2]. The product is [F:26][C:20]1[CH:21]=[CH:22][C:23]([CH3:25])=[CH:24][C:19]=1[NH:18][C:16]([NH:15][C:12]1[CH:13]=[CH:14][C:9]([S:8][C:6]2[CH:5]=[CH:4][N:3]=[C:2]([C:35]3[NH:39][CH:38]=[C:37]([C:40]([O:42][CH3:44])=[O:41])[CH:36]=3)[CH:7]=2)=[CH:10][CH:11]=1)=[O:17]. The yield is 0.200. (5) The reactants are [Cl:1][C:2]1[CH:14]=[CH:13][C:5]([CH2:6][N:7]2[CH:11]=[CH:10][CH:9]=[N+:8]2[O-:12])=[CH:4][C:3]=1[F:15].C([O-])([O-])=O.[K+].[K+].[Br:22]Br. The catalyst is C(Cl)Cl. The product is [Br:22][C:11]1[N:7]([CH2:6][C:5]2[CH:13]=[CH:14][C:2]([Cl:1])=[C:3]([F:15])[CH:4]=2)[N+:8]([O-:12])=[CH:9][CH:10]=1. The yield is 0.910.